This data is from Full USPTO retrosynthesis dataset with 1.9M reactions from patents (1976-2016). The task is: Predict the reactants needed to synthesize the given product. (1) Given the product [NH2:1][C:2]1[CH2:8][C:7]([C:9]([O:11][CH2:12][CH3:13])=[O:10])=[CH:6][C:5]2[CH:14]=[C:15]([C:27]3[CH:28]=[CH:29][C:24]([NH:23][C:22]([O:21][CH2:19][CH3:20])=[O:40])=[CH:25][C:26]=3[Cl:39])[CH:16]=[CH:17][C:4]=2[N:3]=1, predict the reactants needed to synthesize it. The reactants are: [NH2:1][C:2]1[CH2:8][C:7]([C:9]([O:11][CH2:12][CH3:13])=[O:10])=[CH:6][C:5]2[CH:14]=[C:15](Br)[CH:16]=[CH:17][C:4]=2[N:3]=1.[CH2:19]([O:21][C:22](=[O:40])[NH:23][C:24]1[CH:29]=[CH:28][C:27](B2OC(C)(C)C(C)(C)O2)=[C:26]([Cl:39])[CH:25]=1)[CH3:20].C(=O)([O-])[O-].[Cs+].[Cs+]. (2) Given the product [OH2:8].[OH2:1].[OH2:8].[OH2:8].[C:6]([O-:9])(=[O:8])[CH3:7].[Ni+2:2].[C:6]([O-:9])(=[O:8])[CH3:7], predict the reactants needed to synthesize it. The reactants are: [OH-:1].[Ni+2:2].[OH-].[Ni].O.[C:6]([OH:9])(=[O:8])[CH3:7]. (3) Given the product [CH3:15][N:11]1[C:10]2=[N:1][C:2]([CH3:7])=[CH:3][C:4]([CH3:5])=[C:14]2[CH2:13][CH2:12]1, predict the reactants needed to synthesize it. The reactants are: [NH2:1][C:2]([CH3:7])=[CH:3][C:4](=O)[CH3:5].CO[C:10]1(OC)[CH2:14][CH2:13][CH2:12][N:11]1[CH3:15].C(O[Na])(C)(C)C.CC(O)(C)C. (4) Given the product [CH3:7][O:8][C:9]([C:11]1[C:16]([CH2:17][CH:18]=[O:2])=[CH:15][C:14]([CH2:20][O:21][C:22]2[CH:27]=[CH:26][CH:25]=[CH:24][CH:23]=2)=[CH:13][N:12]=1)=[O:10], predict the reactants needed to synthesize it. The reactants are: I([O-])(=O)(=O)=[O:2].[Na+].[CH3:7][O:8][C:9]([C:11]1[C:16]([CH2:17][CH:18]=C)=[CH:15][C:14]([CH2:20][O:21][C:22]2[CH:27]=[CH:26][CH:25]=[CH:24][CH:23]=2)=[CH:13][N:12]=1)=[O:10]. (5) Given the product [CH3:1][C:2]1[C:6]([CH2:7][O:8][C:9]2[CH:14]=[CH:13][C:12]([S:15]([NH:29][C:26]3[CH:25]=[CH:24][C:23]([CH:20]([CH3:22])[CH3:21])=[CH:28][N:27]=3)(=[O:17])=[O:16])=[CH:11][CH:10]=2)=[C:5]([CH3:19])[O:4][N:3]=1, predict the reactants needed to synthesize it. The reactants are: [CH3:1][C:2]1[C:6]([CH2:7][O:8][C:9]2[CH:14]=[CH:13][C:12]([S:15](Cl)(=[O:17])=[O:16])=[CH:11][CH:10]=2)=[C:5]([CH3:19])[O:4][N:3]=1.[CH:20]([C:23]1[CH:24]=[CH:25][C:26]([NH2:29])=[N:27][CH:28]=1)([CH3:22])[CH3:21].ClCCl.